The task is: Predict the reactants needed to synthesize the given product.. This data is from Full USPTO retrosynthesis dataset with 1.9M reactions from patents (1976-2016). (1) Given the product [OH:18][C:9]1[C:8]([C@@H:5]2[CH2:6][CH2:7][N:2]([CH3:1])[CH2:3][C@H:4]2[OH:20])=[C:13]([O:14][CH3:15])[CH:12]=[C:11]([O:16][CH3:17])[C:10]=1[C:21](=[O:23])[CH3:22], predict the reactants needed to synthesize it. The reactants are: [CH3:1][N:2]1[CH2:7][CH2:6][C@@H:5]([C:8]2[C:13]([O:14][CH3:15])=[CH:12][C:11]([O:16][CH3:17])=[CH:10][C:9]=2[O:18]C)[C@H:4]([OH:20])[CH2:3]1.[C:21](OC(=O)C)(=[O:23])[CH3:22].B(F)(F)F.C([O-])([O-])=O.[Na+].[Na+].[OH-].[Na+]. (2) Given the product [C:46]([O:52][CH2:53][O:37][C:36](=[O:38])[CH2:35][C@@H:34]1[CH2:33][S:32][C:31]2[CH:39]=[C:27]([O:26][C@H:21]3[C:22]4[C:18](=[C:17]([C:3]5[C:4]([CH3:16])=[CH:5][C:6]([O:8][CH2:9][CH2:10][CH2:11][S:12]([CH3:15])(=[O:14])=[O:13])=[CH:7][C:2]=5[CH3:1])[CH:25]=[CH:24][CH:23]=4)[CH2:19][CH2:20]3)[CH:28]=[CH:29][C:30]1=2)(=[O:51])[C:47]([CH3:50])([CH3:49])[CH3:48], predict the reactants needed to synthesize it. The reactants are: [CH3:1][C:2]1[CH:7]=[C:6]([O:8][CH2:9][CH2:10][CH2:11][S:12]([CH3:15])(=[O:14])=[O:13])[CH:5]=[C:4]([CH3:16])[C:3]=1[C:17]1[CH:25]=[CH:24][CH:23]=[C:22]2[C:18]=1[CH2:19][CH2:20][C@H:21]2[O:26][C:27]1[CH:28]=[CH:29][C:30]2[C@H:34]([CH2:35][C:36]([OH:38])=[O:37])[CH2:33][S:32][C:31]=2[CH:39]=1.C(=O)([O-])[O-].[Na+].[Na+].[C:46]([O:52][CH2:53]I)(=[O:51])[C:47]([CH3:50])([CH3:49])[CH3:48].C(OCC)(=O)C. (3) Given the product [Cl:1][C:2]1[N:7]=[C:6]([NH:8][CH2:9][CH2:10][CH3:11])[C:5]([C:14]#[C:13][C@@H:15]2[CH2:20][CH2:19][CH2:18][C@H:17]([NH:21][C:22](=[O:28])[O:23][C:24]([CH3:26])([CH3:25])[CH3:27])[CH2:16]2)=[CH:4][N:3]=1, predict the reactants needed to synthesize it. The reactants are: [Cl:1][C:2]1[N:7]=[C:6]([NH:8][CH2:9][CH2:10][CH3:11])[C:5](I)=[CH:4][N:3]=1.[C:13]([C@@H:15]1[CH2:20][CH2:19][CH2:18][C@H:17]([NH:21][C:22](=[O:28])[O:23][C:24]([CH3:27])([CH3:26])[CH3:25])[CH2:16]1)#[CH:14].C(OCC)(=O)C.[Cl-].[NH4+]. (4) Given the product [C:28]1([N:31]([C:40]2[CH:45]=[CH:44][C:43]([B:10]3[O:11][C:12]([CH3:17])([CH3:18])[C:13]([CH3:15])([CH3:16])[O:14]3)=[CH:42][CH:41]=2)[C:32]2[CH:39]=[CH:38][C:35]([CH:36]=[O:37])=[CH:34][CH:33]=2)[CH:29]=[CH:30][CH:25]=[CH:26][CH:27]=1, predict the reactants needed to synthesize it. The reactants are: [B:10]1([B:10]2[O:14][C:13]([CH3:16])([CH3:15])[C:12]([CH3:18])([CH3:17])[O:11]2)[O:14][C:13]([CH3:16])([CH3:15])[C:12]([CH3:18])([CH3:17])[O:11]1.CC([O-])=O.[K+].Br[C:25]1[CH:30]=[CH:29][C:28]([N:31]([C:40]2[CH:45]=[CH:44][CH:43]=[CH:42][CH:41]=2)[C:32]2[CH:39]=[CH:38][C:35]([CH:36]=[O:37])=[CH:34][CH:33]=2)=[CH:27][CH:26]=1. (5) Given the product [F:1][C:2]1[CH:3]=[CH:4][C:5]([O:33][CH3:34])=[C:6]([C:8]2[CH:13]=[CH:12][N:11]=[C:10]3[NH:14][C:15]([C:17]4[CH2:21][NH:20][CH:19]([C:29]([OH:31])=[O:30])[CH:18]=4)=[CH:16][C:9]=23)[CH:7]=1, predict the reactants needed to synthesize it. The reactants are: [F:1][C:2]1[CH:3]=[CH:4][C:5]([O:33][CH3:34])=[C:6]([C:8]2[CH:13]=[CH:12][N:11]=[C:10]3[NH:14][C:15]([C:17]4[CH2:21][N:20](C(OC(C)(C)C)=O)[C@@H:19]([C:29]([O:31]C)=[O:30])[CH:18]=4)=[CH:16][C:9]=23)[CH:7]=1.[OH-].[Na+].P(=O)(O)(O)O.C(OCC)(=O)C. (6) Given the product [OH:1][C:2]1[N:7]=[CH:6][N:5]=[C:4]([CH2:8][O:9][C:10](=[O:16])[CH2:11][CH2:12][CH2:13][CH2:14][CH3:15])[CH:3]=1, predict the reactants needed to synthesize it. The reactants are: [OH:1][C:2]1[N:7]=[CH:6][N:5]=[C:4]([CH2:8][OH:9])[CH:3]=1.[C:10](O[C:10](=[O:16])[CH2:11][CH2:12][CH2:13][CH2:14][CH3:15])(=[O:16])[CH2:11][CH2:12][CH2:13][CH2:14][CH3:15]. (7) Given the product [C:16]([O:15][C:14]([NH:13][CH2:12][C@H:7]1[CH2:6][CH2:5][C:4]2[C:9](=[CH:10][CH:11]=[C:2]([O:24][C:23]3[CH:25]=[CH:26][CH:27]=[CH:28][C:22]=3[C:21]([O:30][CH2:31][CH3:32])=[O:29])[CH:3]=2)[O:8]1)=[O:20])([CH3:19])([CH3:18])[CH3:17], predict the reactants needed to synthesize it. The reactants are: I[C:2]1[CH:3]=[C:4]2[C:9](=[CH:10][CH:11]=1)[O:8][C@@H:7]([CH2:12][NH:13][C:14](=[O:20])[O:15][C:16]([CH3:19])([CH3:18])[CH3:17])[CH2:6][CH2:5]2.[C:21]([O:30][CH2:31][CH3:32])(=[O:29])[C:22]1[C:23](=[CH:25][CH:26]=[CH:27][CH:28]=1)[OH:24].CC(C)(C(=O)CC(=O)C(C)(C)C)C.C(=O)([O-])[O-].[Cs+].[Cs+].